Dataset: Cav3 T-type calcium channel HTS with 100,875 compounds. Task: Binary Classification. Given a drug SMILES string, predict its activity (active/inactive) in a high-throughput screening assay against a specified biological target. (1) The molecule is s1c(N(CC)C(=O)C)nnc1CSc1sc2c(n1)cccc2. The result is 0 (inactive). (2) The molecule is S1(=O)(=O)c2c(C(=O)c3c1cccc3)ccc(c2)C(=O)NCc1ccc(cc1)C. The result is 0 (inactive).